Dataset: Peptide-MHC class II binding affinity with 134,281 pairs from IEDB. Task: Regression. Given a peptide amino acid sequence and an MHC pseudo amino acid sequence, predict their binding affinity value. This is MHC class II binding data. (1) The peptide sequence is DVLFRLENHAETLRA. The MHC is HLA-DQA10101-DQB10501 with pseudo-sequence HLA-DQA10101-DQB10501. The binding affinity (normalized) is 0.290. (2) The peptide sequence is ACSLFLNYAVSFNYF. The MHC is DRB1_0901 with pseudo-sequence DRB1_0901. The binding affinity (normalized) is 0.451. (3) The peptide sequence is RPIDDRFGLAL. The MHC is DRB1_0404 with pseudo-sequence DRB1_0404. The binding affinity (normalized) is 0. (4) The peptide sequence is VSFGVWIRTPPAYRPPNAPI. The MHC is DRB1_0401 with pseudo-sequence DRB1_0401. The binding affinity (normalized) is 0.625. (5) The peptide sequence is FLIMRNLTNLLSARK. The MHC is H-2-IAb with pseudo-sequence H-2-IAb. The binding affinity (normalized) is 0.443. (6) The peptide sequence is KEGIVWVATEGALNT. The MHC is DRB1_1501 with pseudo-sequence DRB1_1501. The binding affinity (normalized) is 0.590.